Dataset: Drug-target binding data from BindingDB using IC50 measurements. Task: Regression. Given a target protein amino acid sequence and a drug SMILES string, predict the binding affinity score between them. We predict pIC50 (pIC50 = -log10(IC50 in M); higher means more potent). Dataset: bindingdb_ic50. The drug is CNC(=O)C1CCC(NC(=O)c2cc3c(C)nn(C4CCCCC4)c3s2)CC1. The target protein (Q13946) has sequence MEVCYQLPVLPLDRPVPQHVLSRRGAISFSSSSALFGCPNPRQLSQRRGAISYDSSDQTALYIRMLGDVRVRSRAGFESERRGSHPYIDFRIFHSQSEIEVSVSARNIRRLLSFQRYLRSSRFFRGTAVSNSLNILDDDYNGQAKCMLEKVGNWNFDIFLFDRLTNGNSLVSLTFHLFSLHGLIEYFHLDMMKLRRFLVMIQEDYHSQNPYHNAVHAADVTQAMHCYLKEPKLANSVTPWDILLSLIAAATHDLDHPGVNQPFLIKTNHYLATLYKNTSVLENHHWRSAVGLLRESGLFSHLPLESRQQMETQIGALILATDISRQNEYLSLFRSHLDRGDLCLEDTRHRHLVLQMALKCADICNPCRTWELSKQWSEKVTEEFFHQGDIEKKYHLGVSPLCDRHTESIANIQIGFMTYLVEPLFTEWARFSNTRLSQTMLGHVGLNKASWKGLQREQSSSEDTDAAFELNSQLLPQENRLS. The pIC50 is 8.1.